The task is: Predict the reactants needed to synthesize the given product.. This data is from Full USPTO retrosynthesis dataset with 1.9M reactions from patents (1976-2016). (1) Given the product [C:21]([O:24][C@@H:25]1[C@@H:30]([O:31][C:32](=[O:34])[CH3:33])[C@H:29]([O:35][C:36](=[O:38])[CH3:37])[CH2:28][S:27][C@H:26]1[O:13][C:12]1[C:6]2[O:5][C:4]([C:1](=[O:3])[CH3:2])=[CH:8][C:7]=2[CH:9]=[CH:10][CH:11]=1)(=[O:23])[CH3:22], predict the reactants needed to synthesize it. The reactants are: [C:1]([C:4]1[O:5][C:6]2[C:12]([OH:13])=[CH:11][CH:10]=[CH:9][C:7]=2[CH:8]=1)(=[O:3])[CH3:2].C1(C)C=CC=CC=1.[C:21]([O:24][C@@H:25]1[C@@H:30]([O:31][C:32](=[O:34])[CH3:33])[C@H:29]([O:35][C:36](=[O:38])[CH3:37])[CH2:28][S:27][CH:26]1Br)(=[O:23])[CH3:22].[OH-].[Na+]. (2) Given the product [CH:29]1([NH:21][CH2:20][C:19]2[CH:32]=[CH:33][C:16]([C:14]3[S:15][C:8]4[C:9](=[N:10][CH:11]=[CH:12][C:7]=4[O:6][C:5]4[CH:34]=[CH:35][C:2]([NH:1][C:58]([N:48]5[CH2:49][CH2:50][N:51]([C:52]6[CH:57]=[CH:56][CH:55]=[CH:54][CH:53]=6)[C:47]5=[O:46])=[O:59])=[CH:3][C:4]=4[F:36])[CH:13]=3)=[CH:17][CH:18]=2)[CH2:31][CH2:30]1, predict the reactants needed to synthesize it. The reactants are: [NH2:1][C:2]1[CH:35]=[CH:34][C:5]([O:6][C:7]2[CH:12]=[CH:11][N:10]=[C:9]3[CH:13]=[C:14]([C:16]4[CH:33]=[CH:32][C:19]([CH2:20][N:21]([CH:29]5[CH2:31][CH2:30]5)C(=O)OC(C)(C)C)=[CH:18][CH:17]=4)[S:15][C:8]=23)=[C:4]([F:36])[CH:3]=1.CCN(C(C)C)C(C)C.[O:46]=[C:47]1[N:51]([C:52]2[CH:57]=[CH:56][CH:55]=[CH:54][CH:53]=2)[CH2:50][CH2:49][N:48]1[C:58](Cl)=[O:59]. (3) Given the product [CH3:28][C:22]1[CH:23]=[N:24][CH:25]=[C:26]([CH3:27])[C:21]=1[NH:20][C:14]1[C:13]2[C:18](=[C:9]([O:8][CH2:7][CH2:6][CH2:5][CH2:4][CH2:3][CH2:2][N:31]3[CH2:36][CH2:35][O:34][CH2:33][CH2:32]3)[C:10]([O:29][CH3:30])=[CH:11][CH:12]=2)[NH:17][C:16](=[O:19])[CH:15]=1, predict the reactants needed to synthesize it. The reactants are: Cl[CH2:2][CH2:3][CH2:4][CH2:5][CH2:6][CH2:7][O:8][C:9]1[C:10]([O:29][CH3:30])=[CH:11][CH:12]=[C:13]2[C:18]=1[NH:17][C:16](=[O:19])[CH:15]=[C:14]2[NH:20][C:21]1[C:26]([CH3:27])=[CH:25][N:24]=[CH:23][C:22]=1[CH3:28].[NH:31]1[CH2:36][CH2:35][O:34][CH2:33][CH2:32]1. (4) Given the product [O:15]=[C:9]1[C:8]([CH2:7][C:5]2[CH:6]=[N:1][CH:2]=[N:3][CH:4]=2)=[CH:13][NH:12][C:11]([S:14][CH2:26][C:27]2[CH:28]=[CH:29][C:30]([O:35][C:36]3[CH:41]=[CH:40][C:39]([C:42]([F:45])([F:43])[F:44])=[CH:38][N:37]=3)=[C:31]([CH:34]=2)[C:32]#[N:33])=[N:10]1, predict the reactants needed to synthesize it. The reactants are: [N:1]1[CH:6]=[C:5]([CH2:7][C:8]2[C:9](=[O:15])[NH:10][C:11](=[S:14])[NH:12][CH:13]=2)[CH:4]=[N:3][CH:2]=1.CCN(C(C)C)C(C)C.Cl[CH2:26][C:27]1[CH:28]=[CH:29][C:30]([O:35][C:36]2[CH:41]=[CH:40][C:39]([C:42]([F:45])([F:44])[F:43])=[CH:38][N:37]=2)=[C:31]([CH:34]=1)[C:32]#[N:33]. (5) Given the product [NH2:10][C:7]1[CH:6]=[C:3]2[C:2](=[CH:9][CH:8]=1)[N:1]=[C:44]([N:31]1[C:32]3[C:37](=[CH:36][C:35]([Cl:38])=[CH:34][CH:33]=3)[C:29]([C:27](=[O:28])[CH2:26][CH2:25][C:24]([OH:23])=[O:39])=[CH:30]1)[N:5]=[C:4]2[N:13]1[CH2:18][CH2:17][O:16][CH2:15][CH2:14]1, predict the reactants needed to synthesize it. The reactants are: [NH2:1][C:2]1[CH:9]=[CH:8][C:7]([N+:10]([O-])=O)=[CH:6][C:3]=1[C:4]#[N:5].[NH:13]1[CH2:18][CH2:17][O:16][CH2:15][CH2:14]1.C[Si](C)(C)CC[O:23][C:24](=[O:39])[CH2:25][CH2:26][C:27]([C:29]1[C:37]2[C:32](=[CH:33][CH:34]=[C:35]([Cl:38])[CH:36]=2)[NH:31][CH:30]=1)=[O:28].[H][H].[CH3:44]CCC[N+](CCCC)(CCCC)CCCC.[F-].Cl. (6) The reactants are: [CH3:1][O:2][C:3](=[O:32])[NH:4][CH:5]([C:9]([N:11]1[CH2:15][CH2:14][CH2:13][CH:12]1[C:16]1[NH:17][C:18]([C:21]2[CH:30]=[CH:29][C:28]3[C:23](=[CH:24][CH:25]=[C:26]([Br:31])[CH:27]=3)[CH:22]=2)=[CH:19][N:20]=1)=[O:10])[CH:6]([CH3:8])[CH3:7].[C:33]([O:37][C:38](N1CCCC1C1NC(C2C=CC3C(=CC=C(Br)C=3)C=2)=CN=1)=O)(C)(C)C.COC(NC(C1CCOCC1)C(O)=O)=O. Given the product [CH3:1][O:2][C:3](=[O:32])[NH:4][CH:5]([CH:6]1[CH2:8][CH2:38][O:37][CH2:33][CH2:7]1)[C:9]([N:11]1[CH2:15][CH2:14][CH2:13][CH:12]1[C:16]1[NH:17][C:18]([C:21]2[CH:30]=[CH:29][C:28]3[C:23](=[CH:24][CH:25]=[C:26]([Br:31])[CH:27]=3)[CH:22]=2)=[CH:19][N:20]=1)=[O:10], predict the reactants needed to synthesize it.